From a dataset of Forward reaction prediction with 1.9M reactions from USPTO patents (1976-2016). Predict the product of the given reaction. (1) Given the reactants [CH3:1][C:2]1[N:3]=[CH:4][C:5]2[C:10]([CH:11]=1)=[C:9]([NH:12][C:13]([NH:15][CH:16]1[CH2:20][CH2:19][NH:18][CH2:17]1)=[O:14])[CH:8]=[CH:7][CH:6]=2.[F:21][C:22]([F:32])([F:31])[C:23]1[CH:30]=[CH:29][CH:28]=[CH:27][C:24]=1[CH:25]=O.C(O[BH-](OC(=O)C)OC(=O)C)(=O)C.[Na+].C(=O)([O-])O.[Na+].[N-]=C=O, predict the reaction product. The product is: [CH3:1][C:2]1[N:3]=[CH:4][C:5]2[C:10]([CH:11]=1)=[C:9]([NH:12][C:13]([NH:15][CH:16]1[CH2:20][CH2:19][N:18]([CH2:25][C:24]3[CH:27]=[CH:28][CH:29]=[CH:30][C:23]=3[C:22]([F:21])([F:31])[F:32])[CH2:17]1)=[O:14])[CH:8]=[CH:7][CH:6]=2. (2) The product is: [CH:1]#[C:2][CH2:3][NH:4][C@H:5]1[C:9]2[C:8](=[CH:13][CH:12]=[CH:11][CH:10]=2)[CH2:7][CH2:6]1.[ClH:14]. Given the reactants [CH:1]#[C:2][CH2:3][NH:4][C@H:5]1[C:9]2[CH:10]=[CH:11][CH:12]=[CH:13][C:8]=2[CH2:7][CH2:6]1.[ClH:14], predict the reaction product.